From a dataset of Reaction yield outcomes from USPTO patents with 853,638 reactions. Predict the reaction yield, written as a fraction of the theoretical maximum amount of product (1.0 means a 100% yield; for example, 0.34 means a 34% yield). (1) The reactants are [CH2:1]([O:3][C:4](=[O:41])[C:5]([CH2:26][CH2:27][CH2:28][CH2:29][C:30]([CH3:40])([CH3:39])[CH2:31][O:32]C1CCCCO1)([CH2:11][CH2:12][CH2:13][CH2:14][C:15]([CH3:25])([CH3:24])[CH2:16][O:17]C1CCCCO1)[C:6]([O:8][CH2:9][CH3:10])=[O:7])[CH3:2].C(O)C. The catalyst is O. The product is [CH2:9]([O:8][C:6](=[O:7])[C:5]([CH2:26][CH2:27][CH2:28][CH2:29][C:30]([CH3:39])([CH3:40])[CH2:31][OH:32])([CH2:11][CH2:12][CH2:13][CH2:14][C:15]([CH3:24])([CH3:25])[CH2:16][OH:17])[C:4]([O:3][CH2:1][CH3:2])=[O:41])[CH3:10]. The yield is 0.840. (2) The reactants are [N:1]1[C:5]2[CH:6]=[CH:7][C:8]([C:10]([OH:12])=O)=[CH:9][C:4]=2[NH:3][CH:2]=1.[CH3:13][NH2:14]. No catalyst specified. The product is [CH3:13][NH:14][C:10]([C:8]1[CH:7]=[CH:6][C:5]2[NH:1][CH:2]=[N:3][C:4]=2[CH:9]=1)=[O:12]. The yield is 0.670. (3) The reactants are [CH2:1]([O:8][C:9]1[CH:14]=[CH:13][NH:12][C:11](=[O:15])[CH:10]=1)[C:2]1[CH:7]=[CH:6][CH:5]=[CH:4][CH:3]=1.Br[C:17]1[CH:22]=[CH:21][C:20]2[C:23]3[CH:31]4[N:27]([CH2:28][CH2:29][CH2:30]4)[CH2:26][CH2:25][C:24]=3[O:32][C:19]=2[CH:18]=1.[ClH:33]. No catalyst specified. The product is [ClH:33].[CH2:1]([O:8][C:9]1[CH:14]=[CH:13][N:12]([C:17]2[CH:22]=[CH:21][C:20]3[C:23]4[CH:31]5[N:27]([CH2:28][CH2:29][CH2:30]5)[CH2:26][CH2:25][C:24]=4[O:32][C:19]=3[CH:18]=2)[C:11](=[O:15])[CH:10]=1)[C:2]1[CH:3]=[CH:4][CH:5]=[CH:6][CH:7]=1. The yield is 0.340. (4) The reactants are Br[C:2]1[CH:7]=[CH:6][N:5]=[C:4]2[N:8]([S:14]([C:17]3[CH:22]=[CH:21][CH:20]=[CH:19][CH:18]=3)(=[O:16])=[O:15])[C:9]([CH:11]([F:13])[F:12])=[CH:10][C:3]=12.[O:23]=[S:24]1(=[O:49])[CH2:29][CH2:28][CH:27]([NH:30][S:31]([C:34]2[CH:39]=[CH:38][C:37](B3OC(C)(C)C(C)(C)O3)=[CH:36][CH:35]=2)(=[O:33])=[O:32])[CH2:26][CH2:25]1.C(=O)([O-])[O-].[Na+].[Na+].C(Cl)Cl. The catalyst is O1CCOCC1.O.[Cl-].[Na+].O.[Pd].C1(P([C-]2C=CC=C2)C2C=CC=CC=2)C=CC=CC=1.[C-]1(P(C2C=CC=CC=2)C2C=CC=CC=2)C=CC=C1.[Fe+2]. The product is [F:12][CH:11]([F:13])[C:9]1[N:8]([S:14]([C:17]2[CH:22]=[CH:21][CH:20]=[CH:19][CH:18]=2)(=[O:16])=[O:15])[C:4]2=[N:5][CH:6]=[CH:7][C:2]([C:37]3[CH:36]=[CH:35][C:34]([S:31]([NH:30][CH:27]4[CH2:26][CH2:25][S:24](=[O:23])(=[O:49])[CH2:29][CH2:28]4)(=[O:32])=[O:33])=[CH:39][CH:38]=3)=[C:3]2[CH:10]=1. The yield is 0.450. (5) The reactants are [CH2:1]([O:3][C:4](=[O:33])[CH:5]([O:30][CH2:31][CH3:32])[CH2:6][C:7]1[CH:12]=[CH:11][C:10]([O:13][CH2:14][CH2:15][C:16]2[CH:21]=[CH:20][C:19]([O:22]CC3C=CC=CC=3)=[CH:18][CH:17]=2)=[CH:9][CH:8]=1)[CH3:2]. The catalyst is C(OCC)(=O)C.[Pd]. The product is [CH2:1]([O:3][C:4](=[O:33])[CH:5]([O:30][CH2:31][CH3:32])[CH2:6][C:7]1[CH:12]=[CH:11][C:10]([O:13][CH2:14][CH2:15][C:16]2[CH:17]=[CH:18][C:19]([OH:22])=[CH:20][CH:21]=2)=[CH:9][CH:8]=1)[CH3:2]. The yield is 0.880. (6) The catalyst is C1COCC1. The reactants are [NH2:1][C@H:2]([CH2:7][OH:8])[C@H:3]([CH2:5][CH3:6])[CH3:4].[CH2:9]1[CH2:15][S:12](=[O:14])(=[O:13])[O:11][CH2:10]1. The yield is 0.440. The product is [OH:8][CH2:7][C@@H:2]([NH:1][CH2:10][CH2:9][CH2:15][S:12]([OH:14])(=[O:13])=[O:11])[CH:3]([CH3:4])[CH2:5][CH3:6]. (7) The product is [ClH:33].[CH2:9]([O:8][C:6](=[O:7])[C:5]([C@@H:15]1[C:23]2[C:18](=[CH:19][CH:20]=[CH:21][CH:22]=2)[CH2:17][C@H:16]1[NH2:24])([CH2:11][CH2:12][O:13][CH3:14])[C:4]([O:3][CH2:1][CH3:2])=[O:32])[CH3:10]. The yield is 1.00. No catalyst specified. The reactants are [CH2:1]([O:3][C:4](=[O:32])[C:5]([C@@H:15]1[C:23]2[C:18](=[CH:19][CH:20]=[CH:21][CH:22]=2)[CH2:17][C@H:16]1[NH:24]C(OC(C)(C)C)=O)([CH2:11][CH2:12][O:13][CH3:14])[C:6]([O:8][CH2:9][CH3:10])=[O:7])[CH3:2].[ClH:33].